Task: Predict which catalyst facilitates the given reaction.. Dataset: Catalyst prediction with 721,799 reactions and 888 catalyst types from USPTO Reactant: CC(N(C)C)=O.[Cl:7][C:8]1[CH:9]=[C:10]([NH:23][C:24]2[C:29]3[C:30]4[CH2:38][CH2:37][C:36]5[C:32](=[CH:33][N:34]([CH2:39][CH2:40][OH:41])[N:35]=5)[C:31]=4[S:42][C:28]=3[N:27]=[CH:26][N:25]=2)[CH:11]=[CH:12][C:13]=1[O:14][CH2:15][C:16]1[CH:21]=[CH:20][CH:19]=[C:18]([F:22])[CH:17]=1.Cl[S:44]([NH2:47])(=[O:46])=[O:45]. Product: [S:44](=[O:46])(=[O:45])([O:41][CH2:40][CH2:39][N:34]1[CH:33]=[C:32]2[C:36]([CH2:37][CH2:38][C:30]3[C:29]4[C:24]([NH:23][C:10]5[CH:11]=[CH:12][C:13]([O:14][CH2:15][C:16]6[CH:21]=[CH:20][CH:19]=[C:18]([F:22])[CH:17]=6)=[C:8]([Cl:7])[CH:9]=5)=[N:25][CH:26]=[N:27][C:28]=4[S:42][C:31]=32)=[N:35]1)[NH2:47]. The catalyst class is: 170.